Dataset: Peptide-MHC class II binding affinity with 134,281 pairs from IEDB. Task: Regression. Given a peptide amino acid sequence and an MHC pseudo amino acid sequence, predict their binding affinity value. This is MHC class II binding data. (1) The peptide sequence is IKEKGKDKWIALKES. The MHC is DRB4_0101 with pseudo-sequence DRB4_0103. The binding affinity (normalized) is 0.0724. (2) The peptide sequence is KVAATAANAAPANDKFTVFE. The MHC is DRB1_0401 with pseudo-sequence DRB1_0401. The binding affinity (normalized) is 0.153.